This data is from CYP2D6 inhibition data for predicting drug metabolism from PubChem BioAssay. The task is: Regression/Classification. Given a drug SMILES string, predict its absorption, distribution, metabolism, or excretion properties. Task type varies by dataset: regression for continuous measurements (e.g., permeability, clearance, half-life) or binary classification for categorical outcomes (e.g., BBB penetration, CYP inhibition). Dataset: cyp2d6_veith. (1) The result is 0 (non-inhibitor). The compound is CCN=C(N)CSS(=O)(=O)O. (2) The result is 0 (non-inhibitor). The molecule is Cc1cc2cc(C(c3nnnn3C(C)(C)C)N(Cc3ccco3)CC3CCCO3)c(=O)[nH]c2cc1C. (3) The drug is O=C(O)[C@@H](Br)[C@@H](Br)c1ccccc1[N+](=O)[O-]. The result is 0 (non-inhibitor). (4) The drug is Cc1csc(NC(=O)CNS(=O)(=O)c2cccs2)n1. The result is 0 (non-inhibitor). (5) The compound is O=S(=O)(/N=C(\Sc1ccc(Cl)cc1)c1ccccc1)c1ccccc1. The result is 1 (inhibitor).